This data is from Reaction yield outcomes from USPTO patents with 853,638 reactions. The task is: Predict the reaction yield, written as a fraction of the theoretical maximum amount of product (1.0 means a 100% yield; for example, 0.34 means a 34% yield). (1) The reactants are [CH3:1][O:2][CH2:3][CH:4]([CH2:37][O:38][CH3:39])[O:5][C:6]1[CH:7]=[C:8]([O:26][C:27]2[CH:28]=[N:29][C:30]([S:33]([CH3:36])(=[O:35])=[O:34])=[CH:31][CH:32]=2)[CH:9]=[C:10]2[C:14]=1[NH:13][C:12]([C:15]1[S:16][CH:17]([CH2:20][C:21](OCC)=[O:22])[CH2:18][N:19]=1)=[CH:11]2.[BH4-].[Li+].O. The catalyst is O1CCCC1.CO. The product is [CH3:1][O:2][CH2:3][CH:4]([CH2:37][O:38][CH3:39])[O:5][C:6]1[CH:7]=[C:8]([O:26][C:27]2[CH:28]=[N:29][C:30]([S:33]([CH3:36])(=[O:34])=[O:35])=[CH:31][CH:32]=2)[CH:9]=[C:10]2[C:14]=1[NH:13][C:12]([C:15]1[S:16][CH:17]([CH2:20][CH2:21][OH:22])[CH2:18][N:19]=1)=[CH:11]2. The yield is 0.750. (2) The product is [NH2:28][C:22](=[O:24])[C:21]([NH:20][C:10]1[CH:11]=[C:12]([C:15]2[S:16][CH:17]=[CH:18][CH:19]=2)[CH:13]=[CH:14][C:9]=1[NH:8][C:6](=[O:7])[O:5][C:1]([CH3:3])([CH3:2])[CH3:4])=[O:27]. The reactants are [C:1]([O:5][C:6]([NH:8][C:9]1[CH:14]=[CH:13][C:12]([C:15]2[S:16][CH:17]=[CH:18][CH:19]=2)=[CH:11][C:10]=1[NH:20][C:21](=[O:27])[C:22]([O:24]CC)=O)=[O:7])([CH3:4])([CH3:3])[CH3:2].[NH3:28]. The yield is 0.590. The catalyst is CO. (3) The reactants are C(O[C@@H]([C@H](OC(=O)C1C=CC=CC=1)C(O)=O)C(O)=O)(=O)C1C=CC=CC=1.[NH2:27][C@@:28]1([C:39]2[CH:44]=[CH:43][CH:42]=[CH:41][C:40]=2[F:45])[CH2:32][O:31][C@H:30]([C:33]([F:36])([F:35])[F:34])[C@H:29]1[CH2:37][OH:38].CCOC(C)=O.[OH-].[Na+].[C:54]([N:62]=[C:63]=[S:64])(=[O:61])[C:55]1[CH:60]=[CH:59][CH:58]=[CH:57][CH:56]=1. The catalyst is C(Cl)Cl. The product is [F:45][C:40]1[CH:41]=[CH:42][CH:43]=[CH:44][C:39]=1[C@@:28]1([NH:27][C:63]([NH:62][C:54](=[O:61])[C:55]2[CH:56]=[CH:57][CH:58]=[CH:59][CH:60]=2)=[S:64])[C@H:29]([CH2:37][OH:38])[C@@H:30]([C:33]([F:36])([F:34])[F:35])[O:31][CH2:32]1. The yield is 0.990. (4) The reactants are [O:1]=[C:2]1[N:7]([CH2:8][CH2:9][N:10]2[CH2:15][CH2:14][CH:13](C3C=CC=CC=3C(O)=O)[CH2:12][CH2:11]2)[C:6]2[CH:25]=[CH:26][CH:27]=[CH:28][C:5]=2[O:4][CH2:3]1.CN1[CH2:35][CH2:34][O:33]CC1.ON1[C:41]2[CH:42]=C[CH:44]=[CH:45][C:40]=2N=N1.[C:46]1([CH2:52][CH2:53][CH2:54][NH2:55])[CH:51]=[CH:50][CH:49]=[CH:48][CH:47]=1.CN(C(ON1N=NC2C=CC=CC1=2)=[N+](C)C)C.F[P-](F)(F)(F)(F)F. The catalyst is CN(C=O)C.CCOC(C)=O. The product is [O:1]=[C:2]1[N:7]([CH2:8][CH2:9][N:10]2[CH2:11][CH2:12][CH:13]([C:35]3([CH:42]=[CH:41][CH:40]=[CH:45][CH2:44]3)[C:34]([NH:55][CH2:54][CH2:53][CH2:52][C:46]3[CH:51]=[CH:50][CH:49]=[CH:48][CH:47]=3)=[O:33])[CH2:14][CH2:15]2)[C:6]2[CH:25]=[CH:26][CH:27]=[CH:28][C:5]=2[O:4][CH2:3]1. The yield is 0.640.